From a dataset of Peptide-MHC class I binding affinity with 185,985 pairs from IEDB/IMGT. Regression. Given a peptide amino acid sequence and an MHC pseudo amino acid sequence, predict their binding affinity value. This is MHC class I binding data. The peptide sequence is RVHSFFIQY. The MHC is HLA-A03:01 with pseudo-sequence HLA-A03:01. The binding affinity (normalized) is 0.609.